Regression. Given two drug SMILES strings and cell line genomic features, predict the synergy score measuring deviation from expected non-interaction effect. From a dataset of NCI-60 drug combinations with 297,098 pairs across 59 cell lines. (1) Drug 1: CS(=O)(=O)C1=CC(=C(C=C1)C(=O)NC2=CC(=C(C=C2)Cl)C3=CC=CC=N3)Cl. Drug 2: C(CC(=O)O)C(=O)CN.Cl. Cell line: HL-60(TB). Synergy scores: CSS=-9.68, Synergy_ZIP=0.768, Synergy_Bliss=-10.2, Synergy_Loewe=-16.9, Synergy_HSA=-15.3. (2) Drug 1: C1C(C(OC1N2C=NC3=C2NC=NCC3O)CO)O. Drug 2: CC1C(C(CC(O1)OC2CC(CC3=C2C(=C4C(=C3O)C(=O)C5=CC=CC=C5C4=O)O)(C(=O)C)O)N)O. Cell line: HCT-15. Synergy scores: CSS=34.1, Synergy_ZIP=0.630, Synergy_Bliss=-0.0148, Synergy_Loewe=-43.4, Synergy_HSA=-0.967. (3) Drug 1: CCCS(=O)(=O)NC1=C(C(=C(C=C1)F)C(=O)C2=CNC3=C2C=C(C=N3)C4=CC=C(C=C4)Cl)F. Drug 2: CCCCCOC(=O)NC1=NC(=O)N(C=C1F)C2C(C(C(O2)C)O)O. Cell line: KM12. Synergy scores: CSS=-9.04, Synergy_ZIP=1.34, Synergy_Bliss=-6.54, Synergy_Loewe=-9.78, Synergy_HSA=-9.84. (4) Cell line: SN12C. Drug 1: CC=C1C(=O)NC(C(=O)OC2CC(=O)NC(C(=O)NC(CSSCCC=C2)C(=O)N1)C(C)C)C(C)C. Synergy scores: CSS=35.2, Synergy_ZIP=-2.04, Synergy_Bliss=-1.51, Synergy_Loewe=-23.1, Synergy_HSA=-0.796. Drug 2: CC1=C(C(=CC=C1)Cl)NC(=O)C2=CN=C(S2)NC3=CC(=NC(=N3)C)N4CCN(CC4)CCO. (5) Drug 1: CC(C)NC(=O)C1=CC=C(C=C1)CNNC.Cl. Drug 2: CC12CCC3C(C1CCC2OP(=O)(O)O)CCC4=C3C=CC(=C4)OC(=O)N(CCCl)CCCl.[Na+]. Cell line: PC-3. Synergy scores: CSS=7.04, Synergy_ZIP=-0.0917, Synergy_Bliss=4.15, Synergy_Loewe=2.36, Synergy_HSA=0.407.